From a dataset of Full USPTO retrosynthesis dataset with 1.9M reactions from patents (1976-2016). Predict the reactants needed to synthesize the given product. (1) Given the product [C:1]([C:5]1[CH:10]=[C:9]([NH:11][S:12]([CH3:15])(=[O:14])=[O:13])[C:8]([O:16][CH3:17])=[C:7]([NH:18][C:19](=[O:20])[NH:21][C:22]2[C:31]3[C:26](=[CH:27][CH:28]=[CH:29][CH:30]=3)[C:25]([O:32][C:33]3[CH:38]=[CH:37][N:36]=[C:35]([NH:40][C:41]4[CH:46]=[CH:45][C:44]([S:47]([NH2:50])(=[O:49])=[O:48])=[C:43]([O:51][CH3:52])[CH:42]=4)[N:34]=3)=[CH:24][CH:23]=2)[CH:6]=1)([CH3:4])([CH3:3])[CH3:2], predict the reactants needed to synthesize it. The reactants are: [C:1]([C:5]1[CH:6]=[C:7]([NH:18][C:19]([NH:21][C:22]2[C:31]3[C:26](=[CH:27][CH:28]=[CH:29][CH:30]=3)[C:25]([O:32][C:33]3[CH:38]=[CH:37][N:36]=[C:35](Cl)[N:34]=3)=[CH:24][CH:23]=2)=[O:20])[C:8]([O:16][CH3:17])=[C:9]([NH:11][S:12]([CH3:15])(=[O:14])=[O:13])[CH:10]=1)([CH3:4])([CH3:3])[CH3:2].[NH2:40][C:41]1[CH:46]=[CH:45][C:44]([S:47]([NH2:50])(=[O:49])=[O:48])=[C:43]([O:51][CH3:52])[CH:42]=1.CN(C=O)C. (2) Given the product [ClH:24].[NH:9]1[CH2:10][CH:7]([C:5]([C:4]2[CH:18]=[CH:19][CH:20]=[CH:21][C:3]=2[C:2]([F:1])([F:22])[F:23])=[O:6])[CH2:8]1, predict the reactants needed to synthesize it. The reactants are: [F:1][C:2]([F:23])([F:22])[C:3]1[CH:21]=[CH:20][CH:19]=[CH:18][C:4]=1[C:5]([CH:7]1[CH2:10][N:9](C(OC(C)(C)C)=O)[CH2:8]1)=[O:6].[ClH:24].O1CCOCC1. (3) Given the product [CH2:21]([Sn:16]([CH2:12][CH2:13][CH2:14][CH3:15])([CH2:17][CH2:18][CH2:19][CH3:20])[S:4][CH2:1][CH2:2][CH3:3])[CH2:22][CH2:23][CH3:24], predict the reactants needed to synthesize it. The reactants are: [CH2:1]([SH:4])[CH2:2][CH3:3].C(N(CC)CC)C.[CH2:12]([Sn:16](Cl)([CH2:21][CH2:22][CH2:23][CH3:24])[CH2:17][CH2:18][CH2:19][CH3:20])[CH2:13][CH2:14][CH3:15]. (4) Given the product [CH:1]1([CH:6]([NH:17][C:18]2[CH:26]=[CH:25][C:21]([C:22]([N:28]([CH3:27])[CH2:29][CH2:30][C:31]([O:33][CH2:34][CH3:35])=[O:32])=[O:23])=[CH:20][CH:19]=2)[C:7]2[S:8][C:9]3[CH:16]=[CH:15][CH:14]=[CH:13][C:10]=3[C:11]=2[CH3:12])[CH2:5][CH2:4][CH2:3][CH2:2]1, predict the reactants needed to synthesize it. The reactants are: [CH:1]1([CH:6]([NH:17][C:18]2[CH:26]=[CH:25][C:21]([C:22](O)=[O:23])=[CH:20][CH:19]=2)[C:7]2[S:8][C:9]3[CH:16]=[CH:15][CH:14]=[CH:13][C:10]=3[C:11]=2[CH3:12])[CH2:5][CH2:4][CH2:3][CH2:2]1.[CH3:27][NH:28][CH2:29][CH2:30][C:31]([O:33][CH2:34][CH3:35])=[O:32].O.ON1C2C=CC=CC=2N=N1.Cl.C(N=C=NCCCN(C)C)C.[Cl-].[NH4+]. (5) Given the product [CH3:3][CH:2]([O:4][C:5]1[CH:6]=[C:7]([O:11][C:19]2[CH:24]=[CH:23][C:22]([N+:25]([O-:27])=[O:26])=[CH:21][N:20]=2)[CH:8]=[CH:9][CH:10]=1)[CH3:1], predict the reactants needed to synthesize it. The reactants are: [CH3:1][CH:2]([O:4][C:5]1[CH:6]=[C:7]([OH:11])[CH:8]=[CH:9][CH:10]=1)[CH3:3].CC([O-])(C)C.[K+].Cl[C:19]1[CH:24]=[CH:23][C:22]([N+:25]([O-:27])=[O:26])=[CH:21][N:20]=1.